From a dataset of Forward reaction prediction with 1.9M reactions from USPTO patents (1976-2016). Predict the product of the given reaction. (1) Given the reactants Br[C:2]1[CH:3]=[N:4][N:5]([C:9]2[CH:22]=[CH:21][C:12]([C:13]([NH:15][CH2:16][CH2:17][CH2:18][O:19][CH3:20])=[O:14])=[CH:11][N:10]=2)[C:6]=1[O:7]C.[CH3:23][N:24]1[CH:29]=[C:28](B2OC(C)(C)C(C)(C)O2)[CH:27]=[CH:26][C:25]1=[O:39], predict the reaction product. The product is: [OH:7][C:6]1[N:5]([C:9]2[CH:22]=[CH:21][C:12]([C:13]([NH:15][CH2:16][CH2:17][CH2:18][O:19][CH3:20])=[O:14])=[CH:11][N:10]=2)[N:4]=[CH:3][C:2]=1[C:28]1[CH:27]=[CH:26][C:25](=[O:39])[N:24]([CH3:23])[CH:29]=1. (2) Given the reactants [N:1]1([C:7]([C:9]2[CH:10]=[C:11]([C:14]3[CH:22]=[CH:21][C:17]([C:18](O)=[O:19])=[CH:16][CH:15]=3)[S:12][CH:13]=2)=[O:8])[CH2:6][CH2:5][CH2:4][CH2:3][CH2:2]1.C(Cl)(=O)C(Cl)=O.[CH2:29]([N:31](CC)CC)C.CN.Cl, predict the reaction product. The product is: [CH3:29][NH:31][C:18](=[O:19])[C:17]1[CH:21]=[CH:22][C:14]([C:11]2[S:12][CH:13]=[C:9]([C:7]([N:1]3[CH2:6][CH2:5][CH2:4][CH2:3][CH2:2]3)=[O:8])[CH:10]=2)=[CH:15][CH:16]=1.